This data is from Forward reaction prediction with 1.9M reactions from USPTO patents (1976-2016). The task is: Predict the product of the given reaction. (1) Given the reactants [CH:1]1([O:6][C:7]2[CH:40]=[CH:39][C:10]([C:11]([C:13]3[CH:14]=[CH:15][C:16]([O:24][CH2:25][C:26]4[CH:38]=[CH:37][C:29]5[C:30]([O:33][CH2:34][O:35][CH3:36])=[N:31][O:32][C:28]=5[CH:27]=4)=[C:17]([CH2:19][CH2:20][C:21]([OH:23])=[O:22])[CH:18]=3)=[O:12])=[C:9]([OH:41])[CH:8]=2)[CH2:5][CH2:4][CH2:3][CH2:2]1.C(=O)([O-])[O-].[K+].[K+].[C:48]([O:54][CH2:55]Cl)(=[O:53])[C:49]([CH3:52])([CH3:51])[CH3:50].O, predict the reaction product. The product is: [C:48]([O:54][CH2:55][O:22][C:21](=[O:23])[CH2:20][CH2:19][C:17]1[CH:18]=[C:13]([C:11](=[O:12])[C:10]2[CH:39]=[CH:40][C:7]([O:6][CH:1]3[CH2:2][CH2:3][CH2:4][CH2:5]3)=[CH:8][C:9]=2[OH:41])[CH:14]=[CH:15][C:16]=1[O:24][CH2:25][C:26]1[CH:38]=[CH:37][C:29]2[C:30]([O:33][CH2:34][O:35][CH3:36])=[N:31][O:32][C:28]=2[CH:27]=1)(=[O:53])[C:49]([CH3:52])([CH3:51])[CH3:50]. (2) Given the reactants [CH:1]1[CH:2]=[CH:3][C:4]([C:23]([OH:25])=[O:24])=[C:5]([C:7]2[C:17]3[CH:18]=[CH:19][C:20]([OH:22])=[CH:21][C:16]=3[O:15][C:14]3[C:8]=2[CH:9]=[CH:10][C:11]([CH:13]=3)=[O:12])[CH:6]=1.[N-]=C=O, predict the reaction product. The product is: [CH:1]1[CH:2]=[CH:3][C:4]([C:23]([OH:25])=[O:24])=[C:5]([C:7]2[C:8]3[CH:9]=[CH:10][C:11]([OH:12])=[CH:13][C:14]=3[O:15][C:16]3[C:17]=2[CH:18]=[CH:19][C:20]([CH:21]=3)=[O:22])[CH:6]=1. (3) Given the reactants [CH:1]1([C:4]2[C:5]([O:18][CH2:19][C:20]3(F)[CH2:25][CH2:24][NH:23][CH2:22][CH2:21]3)=[CH:6][C:7]([F:17])=[C:8]([CH:16]=2)[C:9]([O:11][C:12]([CH3:15])([CH3:14])[CH3:13])=[O:10])[CH2:3][CH2:2]1.C1(C2C(OCC3CCNCC3)=CC(F)=C(C=2)C(OC(C)(C)C)=O)CC1.Br[CH:53]([C:61]1[CH:62]=[C:63]([Cl:67])[CH:64]=[CH:65][CH:66]=1)[C:54]1[CH:55]=[C:56]([Cl:60])[CH:57]=[CH:58][CH:59]=1, predict the reaction product. The product is: [Cl:60][C:56]1[CH:55]=[C:54]([CH:53]([C:61]2[CH:66]=[CH:65][CH:64]=[C:63]([Cl:67])[CH:62]=2)[N:23]2[CH2:24][CH2:25][CH:20]([CH2:19][O:18][C:5]3[C:4]([CH:1]4[CH2:3][CH2:2]4)=[CH:16][C:8]([C:9]([O:11][C:12]([CH3:15])([CH3:14])[CH3:13])=[O:10])=[C:7]([F:17])[CH:6]=3)[CH2:21][CH2:22]2)[CH:59]=[CH:58][CH:57]=1. (4) Given the reactants C[O:2][C:3]([C:5]1[N:6]=[CH:7][C:8]2[C:13]([C:14]=1[OH:15])=[CH:12][CH:11]=[C:10]([C:16]1[CH:21]=[CH:20][CH:19]=[CH:18][CH:17]=1)[CH:9]=2)=O.OC(C(F)(F)F)=O.[NH2:29][CH2:30][C:31]([CH3:36])([CH3:35])[C:32]([OH:34])=[O:33].C[O-].[Na+], predict the reaction product. The product is: [OH:15][C:14]1[C:13]2[C:8](=[CH:9][C:10]([C:16]3[CH:21]=[CH:20][CH:19]=[CH:18][CH:17]=3)=[CH:11][CH:12]=2)[CH:7]=[N:6][C:5]=1[C:3]([NH:29][CH2:30][C:31]([CH3:36])([CH3:35])[C:32]([OH:34])=[O:33])=[O:2]. (5) Given the reactants [C:1]([C:3]1[CH:4]=[C:5]([CH:29]=[CH:30][C:31]=1[O:32][CH:33]([CH3:35])[CH3:34])[CH2:6][O:7][C:8]1[CH:16]=[CH:15][C:14]2[N:13]3[CH2:17][CH2:18][CH:19]([CH2:20][C:21]([O:23][C:24]([CH3:27])([CH3:26])[CH3:25])=[O:22])[C:12]3=[C:11](I)[C:10]=2[CH:9]=1)#[N:2].[CH3:36][S:37]([O-:39])=[O:38].[Na+], predict the reaction product. The product is: [C:1]([C:3]1[CH:4]=[C:5]([CH:29]=[CH:30][C:31]=1[O:32][CH:33]([CH3:35])[CH3:34])[CH2:6][O:7][C:8]1[CH:16]=[CH:15][C:14]2[N:13]3[CH2:17][CH2:18][CH:19]([CH2:20][C:21]([O:23][C:24]([CH3:27])([CH3:26])[CH3:25])=[O:22])[C:12]3=[C:11]([S:37]([CH3:36])(=[O:39])=[O:38])[C:10]=2[CH:9]=1)#[N:2]. (6) Given the reactants [O:1]1CCO[CH:2]1[C:6]1[CH:11]=[CH:10][C:9]([C:12](=[O:24])[CH2:13][C:14]2[CH:19]=[CH:18][CH:17]=[C:16]([C:20]([F:23])([F:22])[F:21])[CH:15]=2)=[CH:8][CH:7]=1.Cl.CCOC(C)=O, predict the reaction product. The product is: [F:21][C:20]([F:22])([F:23])[C:16]1[CH:15]=[C:14]([CH2:13][C:12]([C:9]2[CH:8]=[CH:7][C:6]([CH:2]=[O:1])=[CH:11][CH:10]=2)=[O:24])[CH:19]=[CH:18][CH:17]=1.